From a dataset of Reaction yield outcomes from USPTO patents with 853,638 reactions. Predict the reaction yield, written as a fraction of the theoretical maximum amount of product (1.0 means a 100% yield; for example, 0.34 means a 34% yield). (1) The reactants are [CH3:1][S:2]([CH2:4][CH2:5][CH:6]([NH:18]C(=O)OC(C)(C)C)[C:7]([NH:9][CH2:10][CH2:11][CH2:12][CH2:13][CH2:14][CH2:15][CH2:16][CH3:17])=[O:8])=[O:3].C(O)(C(F)(F)F)=O. The yield is 0.950. The product is [NH2:18][CH:6]([CH2:5][CH2:4][S:2]([CH3:1])=[O:3])[C:7]([NH:9][CH2:10][CH2:11][CH2:12][CH2:13][CH2:14][CH2:15][CH2:16][CH3:17])=[O:8]. The catalyst is ClCCl. (2) The reactants are [CH:1]1([NH:6][CH:7]([CH3:13])[CH2:8][C:9]([NH:11][CH3:12])=[O:10])[CH2:5][CH2:4][CH2:3][CH2:2]1.[Br:14][C:15]1[C:16](Cl)=[N:17][C:18]([Cl:21])=[N:19][CH:20]=1.C(=O)([O-])[O-].[K+].[K+]. The catalyst is CC(C)=O. The product is [Br:14][C:15]1[C:16]([N:6]([CH:1]2[CH2:2][CH2:3][CH2:4][CH2:5]2)[CH:7]([CH3:13])[CH2:8][C:9]([NH:11][CH3:12])=[O:10])=[N:17][C:18]([Cl:21])=[N:19][CH:20]=1. The yield is 0.0600. (3) The product is [CH2:24]([N:5]([CH2:1][CH2:2][CH2:3][CH3:4])[C:6]1[CH:11]=[CH:10][C:9]([CH:12]=[CH:13][C:14]2[CH:21]=[CH:20][C:17]([CH:18]=[CH:35][C:34]3[C:33]([CH3:36])([CH3:37])[O:32][C:31](=[C:38]([C:39]#[N:40])[C:41]#[N:42])[C:30]=3[C:28]#[N:29])=[CH:16][CH:15]=2)=[C:8]([O:22][CH3:23])[CH:7]=1)[CH2:25][CH2:26][CH3:27]. The catalyst is C(O)C.O1CCCC1. The reactants are [CH2:1]([N:5]([CH2:24][CH2:25][CH2:26][CH3:27])[C:6]1[CH:11]=[CH:10][C:9]([CH:12]=[CH:13][C:14]2[CH:21]=[CH:20][C:17]([CH:18]=O)=[CH:16][CH:15]=2)=[C:8]([O:22][CH3:23])[CH:7]=1)[CH2:2][CH2:3][CH3:4].[C:28]([C:30]1[C:31](=[C:38]([C:41]#[N:42])[C:39]#[N:40])[O:32][C:33]([CH3:37])([CH3:36])[C:34]=1[CH3:35])#[N:29].C([O-])(=O)C.[NH4+]. The yield is 0.926. (4) The reactants are [Cl:1][C:2]1[C:3]([N:24]2[CH2:29][CH2:28][N:27]([C:30]([C:32]3[C:33]([C:38]4[CH:43]=[CH:42][CH:41]=[CH:40][C:39]=4[O:44][CH3:45])=[N:34][O:35][C:36]=3[CH3:37])=[O:31])[CH2:26][CH2:25]2)=[CH:4][C:5]([NH:12][C:13](=[O:23])[C:14]2[CH:19]=[CH:18][C:17]([N:20]([CH3:22])[CH3:21])=[CH:16][CH:15]=2)=[C:6]([CH:11]=1)[C:7](OC)=[O:8].[BH4-].[Na+]. The catalyst is CO.C1COCC1. The product is [Cl:1][C:2]1[C:3]([N:24]2[CH2:25][CH2:26][N:27]([C:30]([C:32]3[C:33]([C:38]4[CH:43]=[CH:42][CH:41]=[CH:40][C:39]=4[O:44][CH3:45])=[N:34][O:35][C:36]=3[CH3:37])=[O:31])[CH2:28][CH2:29]2)=[CH:4][C:5]([NH:12][C:13](=[O:23])[C:14]2[CH:15]=[CH:16][C:17]([N:20]([CH3:21])[CH3:22])=[CH:18][CH:19]=2)=[C:6]([CH2:7][OH:8])[CH:11]=1. The yield is 0.810.